From a dataset of Forward reaction prediction with 1.9M reactions from USPTO patents (1976-2016). Predict the product of the given reaction. (1) The product is: [OH:16][C:11]1[CH:10]([CH2:9][OH:8])[O:14][C:13](=[O:15])[CH:12]=1. Given the reactants C([O:8][CH2:9][CH:10]1[O:14][C:13](=[O:15])[CH:12]=[C:11]1[OH:16])C1C=CC=CC=1.[H][H], predict the reaction product. (2) Given the reactants [F:1][C:2]1[CH:3]=[C:4]([NH:8][C:9]2[N:14]=[C:13]([NH:15][CH2:16][CH2:17][CH3:18])[C:12]([C:19]#[C:20][C:21]([CH3:26])([CH3:25])[CH2:22][CH2:23]O)=[CH:11][N:10]=2)[CH:5]=[CH:6][CH:7]=1.[C:27]1(=[O:37])[NH:31][C:30](=[O:32])[C:29]2=[CH:33][CH:34]=[CH:35][CH:36]=[C:28]12.C1(P(C2C=CC=CC=2)C2C=CC=CC=2)C=CC=CC=1.N(C(OC(C)C)=O)=NC(OC(C)C)=O, predict the reaction product. The product is: [F:1][C:2]1[CH:3]=[C:4]([NH:8][C:9]2[N:14]=[C:13]([NH:15][CH2:16][CH2:17][CH3:18])[C:12]([C:19]#[C:20][C:21]([CH3:25])([CH3:26])[CH2:22][CH2:23][N:31]3[C:27](=[O:37])[C:28]4[C:29](=[CH:33][CH:34]=[CH:35][CH:36]=4)[C:30]3=[O:32])=[CH:11][N:10]=2)[CH:5]=[CH:6][CH:7]=1. (3) Given the reactants N(=[C:3]1[C:11]2[C:6](=[CH:7][CH:8]=[CH:9][CH:10]=2)[N:5]=[C:4]1[C:12]([O:14][CH2:15][CH3:16])=[O:13])#N.[C:17]([C:21]1[CH:26]=[CH:25][C:24]([OH:27])=[CH:23][CH:22]=1)([CH3:20])([CH3:19])[CH3:18], predict the reaction product. The product is: [C:17]([C:21]1[CH:22]=[CH:23][C:24]([O:27][C:3]2[C:11]3[C:6](=[CH:7][CH:8]=[CH:9][CH:10]=3)[NH:5][C:4]=2[C:12]([O:14][CH2:15][CH3:16])=[O:13])=[CH:25][CH:26]=1)([CH3:20])([CH3:18])[CH3:19]. (4) Given the reactants C(=O)(O)[O-].[Na+].Cl.C(OC(=O)[C:11]1[CH:16]=[CH:15][C:14]([C:17]#[C:18][C:19]2[CH:20]=[C:21]3[C:26](=[CH:27][CH:28]=2)[S:25][CH2:24][CH2:23][C:22]3([CH3:30])[CH3:29])=[N:13][CH:12]=1)C.[C:32]([O:35][CH2:36][CH3:37])(=[O:34])C, predict the reaction product. The product is: [CH2:36]([O:35][C:32](=[O:34])[C:15]1[CH:16]=[CH:11][CH:12]=[N:13][C:14]=1[C:17]#[C:18][C:19]1[CH:20]=[C:21]2[C:26](=[CH:27][CH:28]=1)[S:25][CH2:24][CH2:23][C:22]2([CH3:29])[CH3:30])[CH3:37]. (5) Given the reactants [NH2:1][C:2]1[CH:10]=[CH:9][CH:8]=[C:7]([F:11])[C:3]=1[C:4]([OH:6])=[O:5].Cl[C:13](Cl)([O:15]C(=O)OC(Cl)(Cl)Cl)Cl, predict the reaction product. The product is: [F:11][C:7]1[C:3]2[C:4](=[O:6])[O:5][C:13](=[O:15])[NH:1][C:2]=2[CH:10]=[CH:9][CH:8]=1. (6) Given the reactants [CH2:1]([O:3][C:4](=[O:12])[CH2:5][CH2:6][NH:7][CH:8]1[CH2:11][CH2:10][CH2:9]1)[CH3:2].[Cl:13][C:14]1[N:19]=[C:18](Cl)[C:17]([N+:21]([O-:23])=[O:22])=[CH:16][N:15]=1.C(=O)(O)[O-].[K+], predict the reaction product. The product is: [CH2:1]([O:3][C:4](=[O:12])[CH2:5][CH2:6][N:7]([C:16]1[C:17]([N+:21]([O-:23])=[O:22])=[CH:18][N:19]=[C:14]([Cl:13])[N:15]=1)[CH:8]1[CH2:11][CH2:10][CH2:9]1)[CH3:2].